From a dataset of Catalyst prediction with 721,799 reactions and 888 catalyst types from USPTO. Predict which catalyst facilitates the given reaction. (1) Reactant: [CH3:1][O:2][C:3]1[CH:8]=[C:7]([CH3:9])[C:6]([S:10]([N:13]([CH2:15][C:16]2[O:20][CH:19]=[C:18]([C:21](O)=[O:22])[CH:17]=2)[CH3:14])(=[O:12])=[O:11])=[C:5]([CH3:24])[CH:4]=1.C1N=CN(C(N2C=NC=C2)=O)C=1.[N:37]1([C:42]2[CH:47]=[CH:46][C:45]([CH2:48][NH:49][CH3:50])=[CH:44][CH:43]=2)[CH:41]=[CH:40][N:39]=[CH:38]1. Product: [N:37]1([C:42]2[CH:43]=[CH:44][C:45]([CH2:48][N:49]([CH3:50])[C:21]([C:18]3[CH:17]=[C:16]([CH2:15][N:13]([S:10]([C:6]4[C:7]([CH3:9])=[CH:8][C:3]([O:2][CH3:1])=[CH:4][C:5]=4[CH3:24])(=[O:12])=[O:11])[CH3:14])[O:20][CH:19]=3)=[O:22])=[CH:46][CH:47]=2)[CH:41]=[CH:40][N:39]=[CH:38]1. The catalyst class is: 76. (2) Reactant: [CH3:1][C:2]1[C:7]([CH3:8])=[CH:6][CH:5]=[CH:4][C:3]=1[CH:9]([C:11]1[NH:12][CH:13]=[CH:14][N:15]=1)[CH3:10].C(N(CC)C(C)C)(C)C.[CH3:25][O:26][C:27]1[CH:34]=[CH:33][C:30]([CH2:31]Br)=[CH:29][CH:28]=1.O. Product: [CH3:1][C:2]1[C:7]([CH3:8])=[CH:6][CH:5]=[CH:4][C:3]=1[CH:9]([C:11]1[N:15]([CH2:31][C:30]2[CH:33]=[CH:34][C:27]([O:26][CH3:25])=[CH:28][CH:29]=2)[CH:14]=[CH:13][N:12]=1)[CH3:10]. The catalyst class is: 4. (3) Reactant: C(O[C:6](=O)[N:7]([CH:9]1[CH:13]([C:14]2[CH:19]=[CH:18][C:17]([Cl:20])=[C:16]([Cl:21])[CH:15]=2)[CH2:12][N:11]([C:22]([CH:24]2[CH2:29][CH2:28][N:27]([C:30]([C:32]3([CH3:35])[CH2:34][CH2:33]3)=[O:31])[CH2:26][CH2:25]2)=[O:23])[CH2:10]1)C)(C)(C)C.C(O)(C(F)(F)F)=O.C([O-])(O)=O.[Na+]. Product: [Cl:21][C:16]1[CH:15]=[C:14]([CH:13]2[CH:9]([NH:7][CH3:6])[CH2:10][N:11]([C:22]([CH:24]3[CH2:29][CH2:28][N:27]([C:30]([C:32]4([CH3:35])[CH2:33][CH2:34]4)=[O:31])[CH2:26][CH2:25]3)=[O:23])[CH2:12]2)[CH:19]=[CH:18][C:17]=1[Cl:20]. The catalyst class is: 2. (4) Reactant: C(=O)([O-])[O-].[K+].[K+].[C:7]1(=O)[O:11][CH2:10][CH2:9][O:8]1.[C:13]1([C:23]2[N:28]=[N:27][N:26]=[C:25]([C:29]3[CH:34]=[CH:33]C(O)=[CH:31][C:30]=3[OH:36])[C:24]=2[C:37]2[C:46]3[C:41](=[CH:42][CH:43]=[CH:44][CH:45]=3)[CH:40]=[CH:39][CH:38]=2)[C:22]2[C:17](=[CH:18][CH:19]=[CH:20][CH:21]=2)[CH:16]=[CH:15][CH:14]=1. Product: [C:13]1([C:23]2[N:28]=[N:27][N:26]=[C:25]([C:29]3[CH:34]=[CH:33][C:7]([O:11][CH2:10][CH2:9][OH:8])=[CH:31][C:30]=3[OH:36])[C:24]=2[C:37]2[C:46]3[C:41](=[CH:42][CH:43]=[CH:44][CH:45]=3)[CH:40]=[CH:39][CH:38]=2)[C:22]2[C:17](=[CH:18][CH:19]=[CH:20][CH:21]=2)[CH:16]=[CH:15][CH:14]=1. The catalyst class is: 3. (5) Reactant: [CH3:1][S:2]([C:5]1[N:10]=[CH:9][C:8]([OH:11])=[CH:7][CH:6]=1)(=[O:4])=[O:3].[I:12]I.C([O-])(O)=O.[Na+].O. Product: [I:12][C:7]1[CH:6]=[C:5]([S:2]([CH3:1])(=[O:4])=[O:3])[N:10]=[CH:9][C:8]=1[OH:11].[I:12][C:9]1[C:8]([OH:11])=[CH:7][CH:6]=[C:5]([S:2]([CH3:1])(=[O:4])=[O:3])[N:10]=1. The catalyst class is: 1.